Dataset: NCI-60 drug combinations with 297,098 pairs across 59 cell lines. Task: Regression. Given two drug SMILES strings and cell line genomic features, predict the synergy score measuring deviation from expected non-interaction effect. (1) Drug 1: C1CCC(C1)C(CC#N)N2C=C(C=N2)C3=C4C=CNC4=NC=N3. Drug 2: CC1=C(C(=CC=C1)Cl)NC(=O)C2=CN=C(S2)NC3=CC(=NC(=N3)C)N4CCN(CC4)CCO. Cell line: UACC-257. Synergy scores: CSS=-2.21, Synergy_ZIP=0.334, Synergy_Bliss=-4.77, Synergy_Loewe=-15.8, Synergy_HSA=-7.28. (2) Drug 1: CC12CCC(CC1=CCC3C2CCC4(C3CC=C4C5=CN=CC=C5)C)O. Drug 2: CC(C)CN1C=NC2=C1C3=CC=CC=C3N=C2N. Cell line: MCF7. Synergy scores: CSS=-0.677, Synergy_ZIP=-2.02, Synergy_Bliss=-6.62, Synergy_Loewe=-6.49, Synergy_HSA=-8.04. (3) Drug 1: C1=CN(C(=O)N=C1N)C2C(C(C(O2)CO)O)O.Cl. Drug 2: C1C(C(OC1N2C=NC3=C2NC=NCC3O)CO)O. Cell line: HL-60(TB). Synergy scores: CSS=33.9, Synergy_ZIP=4.77, Synergy_Bliss=5.73, Synergy_Loewe=-4.08, Synergy_HSA=5.39. (4) Drug 1: C1=NC2=C(N1)C(=S)N=CN2. Drug 2: C1CN(P(=O)(OC1)NCCCl)CCCl. Cell line: ACHN. Synergy scores: CSS=4.59, Synergy_ZIP=-4.60, Synergy_Bliss=-2.61, Synergy_Loewe=-19.6, Synergy_HSA=-4.58. (5) Drug 1: CC1=C2C(C(=O)C3(C(CC4C(C3C(C(C2(C)C)(CC1OC(=O)C(C(C5=CC=CC=C5)NC(=O)OC(C)(C)C)O)O)OC(=O)C6=CC=CC=C6)(CO4)OC(=O)C)OC)C)OC. Drug 2: C1=NC2=C(N1)C(=S)N=C(N2)N. Cell line: UACC62. Synergy scores: CSS=45.0, Synergy_ZIP=-3.99, Synergy_Bliss=-4.80, Synergy_Loewe=-1.55, Synergy_HSA=1.41.